Predict the reaction yield, written as a fraction of the theoretical maximum amount of product (1.0 means a 100% yield; for example, 0.34 means a 34% yield). From a dataset of Reaction yield outcomes from USPTO patents with 853,638 reactions. (1) The reactants are Cl[C:2]1[N:7]=[C:6]2[NH:8][C:9]([C:11]3[S:12][C:13]4[C:19]([N:20]5[CH2:25][CH2:24][O:23][CH2:22][CH2:21]5)=[CH:18][CH:17]=[C:16]([O:26][CH3:27])[C:14]=4[N:15]=3)=[N:10][C:5]2=[CH:4][CH:3]=1.[OH:28][CH:29]1[CH2:34][CH2:33][NH:32][CH2:31][CH2:30]1.[CH3:35]CN(C(C)C)C(C)C.CN1[C:49](=[O:50])CCC1. The catalyst is CN(C1C=CN=CC=1)C. The product is [CH3:35][O:50][CH2:49][N:8]1[C:6]2=[N:7][C:2]([N:32]3[CH2:33][CH2:34][CH:29]([OH:28])[CH2:30][CH2:31]3)=[CH:3][CH:4]=[C:5]2[N:10]=[C:9]1[C:11]1[S:12][C:13]2[C:19]([N:20]3[CH2:25][CH2:24][O:23][CH2:22][CH2:21]3)=[CH:18][CH:17]=[C:16]([O:26][CH3:27])[C:14]=2[N:15]=1. The yield is 0.700. (2) The reactants are [Br:1][C:2]1[S:6][C:5]([NH:7][C:8](=[O:14])[O:9][C:10]([CH3:13])([CH3:12])[CH3:11])=[N:4][CH:3]=1.C([O-])([O-])=O.[Cs+].[Cs+].[CH3:21][C:22]([CH3:53])([CH3:52])[C:23]([O:25][CH2:26][C@H:27]([C@H:38]1[CH2:42]OS(=O)(=O)[N:39]1[C:45]([O:47][C:48]([CH3:51])([CH3:50])[CH3:49])=[O:46])[C:28]1[CH:33]=[CH:32][C:31]([C:34]([F:37])([F:36])[F:35])=[CH:30][CH:29]=1)=[O:24]. The catalyst is CN(C=O)C. The product is [CH3:52][C:22]([CH3:21])([CH3:53])[C:23]([O:25][CH2:26][C@@H:27]([C:28]1[CH:29]=[CH:30][C:31]([C:34]([F:35])([F:37])[F:36])=[CH:32][CH:33]=1)[C@H:38]([NH:39][C:45]([O:47][C:48]([CH3:49])([CH3:50])[CH3:51])=[O:46])[CH2:42][N:7]([C:5]1[S:6][C:2]([Br:1])=[CH:3][N:4]=1)[C:8]([O:9][C:10]([CH3:11])([CH3:13])[CH3:12])=[O:14])=[O:24]. The yield is 0.820. (3) The reactants are [NH2:1][C:2]1[CH:3]=[CH:4][C:5]([S:52]([CH:55]([CH3:57])[CH3:56])(=[O:54])=[O:53])=[C:6]([CH2:8][N:9]([CH3:51])[C:10]([CH:12]([NH:24][C:25]2[CH:26]=[C:27]3[C:32](=[CH:33][CH:34]=2)[C:31]([N:35]([C:43]([O:45][C:46]([CH3:49])([CH3:48])[CH3:47])=[O:44])[C:36](=[O:42])[O:37][C:38]([CH3:41])([CH3:40])[CH3:39])=[N:30][CH:29]=[C:28]3[F:50])[C:13]2[CH:18]=[CH:17][C:16]([C@@H:19]([CH3:22])[CH2:20][OH:21])=[C:15]([CH3:23])[CH:14]=2)=[O:11])[CH:7]=1.[C:58](Cl)(Cl)=[O:59]. The catalyst is C(#N)C.ClCCl. The product is [C:38]([O:37][C:36]([N:35]([C:31]1[C:32]2[C:27](=[CH:26][C:25]([NH:24][C@H:12]3[C:10](=[O:11])[N:9]([CH3:51])[CH2:8][C:6]4[CH:7]=[C:2]([CH:3]=[CH:4][C:5]=4[S:52]([CH:55]([CH3:57])[CH3:56])(=[O:54])=[O:53])[NH:1][C:58](=[O:59])[O:21][CH2:20][C@H:19]([CH3:22])[C:16]4[CH:17]=[CH:18][C:13]3=[CH:14][C:15]=4[CH3:23])=[CH:34][CH:33]=2)[C:28]([F:50])=[CH:29][N:30]=1)[C:43](=[O:44])[O:45][C:46]([CH3:47])([CH3:48])[CH3:49])=[O:42])([CH3:41])([CH3:39])[CH3:40]. The yield is 0.327. (4) The reactants are Br[C:2]1[C:3]([F:21])=[C:4]([F:20])[C:5]([NH:12][C:13]2[CH:18]=[CH:17][CH:16]=[CH:15][C:14]=2[Cl:19])=[C:6]([CH:11]=1)[C:7]([O:9][CH3:10])=[O:8].C(N(CC)C(C)C)(C)C.CC1(C)C2C(=C(P(C3C=CC=CC=3)C3C=CC=CC=3)C=CC=2)OC2C(P(C3C=CC=CC=3)C3C=CC=CC=3)=CC=CC1=2.[CH2:73]([SH:80])[C:74]1[CH:79]=[CH:78][CH:77]=[CH:76][CH:75]=1. The catalyst is O1CCOCC1.C1C=CC(/C=C/C(/C=C/C2C=CC=CC=2)=O)=CC=1.C1C=CC(/C=C/C(/C=C/C2C=CC=CC=2)=O)=CC=1.C1C=CC(/C=C/C(/C=C/C2C=CC=CC=2)=O)=CC=1.[Pd].[Pd]. The product is [CH2:73]([S:80][C:2]1[C:3]([F:21])=[C:4]([F:20])[C:5]([NH:12][C:13]2[CH:18]=[CH:17][CH:16]=[CH:15][C:14]=2[Cl:19])=[C:6]([CH:11]=1)[C:7]([O:9][CH3:10])=[O:8])[C:74]1[CH:79]=[CH:78][CH:77]=[CH:76][CH:75]=1. The yield is 0.860. (5) The reactants are [C:1]([O:4][CH2:5][C:6]1[C:11]([N:12]2[CH2:24][CH2:23][C:22]3[N:21]4[C:16]([CH2:17][CH2:18][CH2:19][CH2:20]4)=[CH:15][C:14]=3[C:13]2=[O:25])=[CH:10][C:9]([F:26])=[CH:8][C:7]=1Br)(=[O:3])[CH3:2].[CH3:28][N:29]1[CH:34]=[C:33](B2OC(C)(C)C(C)(C)O2)[CH:32]=[C:31]([NH:44][C:45]2[CH:50]=[CH:49][C:48]([N:51]3[CH2:56][CH2:55][N:54]([CH:57]4[CH2:60][O:59][CH2:58]4)[CH2:53][C@@H:52]3[CH3:61])=[CH:47][N:46]=2)[C:30]1=[O:62].CC(O[Na])=O.[O-]P([O-])([O-])=O.[K+].[K+].[K+]. The catalyst is C1C=CC(P(C2C=CC=CC=2)[C-]2C=CC=C2)=CC=1.C1C=CC(P(C2C=CC=CC=2)[C-]2C=CC=C2)=CC=1.Cl[Pd]Cl.[Fe+2].O.CC#N. The product is [C:1]([O:4][CH2:5][C:6]1[C:11]([N:12]2[CH2:24][CH2:23][C:22]3[N:21]4[C:16]([CH2:17][CH2:18][CH2:19][CH2:20]4)=[CH:15][C:14]=3[C:13]2=[O:25])=[CH:10][C:9]([F:26])=[CH:8][C:7]=1[C:33]1[CH:32]=[C:31]([NH:44][C:45]2[CH:50]=[CH:49][C:48]([N:51]3[CH2:56][CH2:55][N:54]([CH:57]4[CH2:58][O:59][CH2:60]4)[CH2:53][C@@H:52]3[CH3:61])=[CH:47][N:46]=2)[C:30](=[O:62])[N:29]([CH3:28])[CH:34]=1)(=[O:3])[CH3:2]. The yield is 0.410. (6) The reactants are [CH2:1]([O:8][C@@H:9]1[C@@H:14]([O:15][CH2:16][C:17]2[CH:22]=[CH:21][CH:20]=[CH:19][CH:18]=2)[C@H:13]([O:23][CH2:24][C:25]2[CH:30]=[CH:29][CH:28]=[CH:27][CH:26]=2)[C@@H:12]([O:31][CH2:32][C:33]2[CH:38]=[CH:37][CH:36]=[CH:35][CH:34]=2)[CH2:11][C@H:10]1[NH2:39])[C:2]1[CH:7]=[CH:6][CH:5]=[CH:4][CH:3]=1.[CH3:40][C:41]1([CH3:75])[O:45][C@@H:44]([CH:46]2[CH2:48][N@@:47]2[S:49]([C:52]2[CH:57]=[CH:56][CH:55]=[CH:54][C:53]=2[N+:58]([O-:60])=[O:59])(=[O:51])=[O:50])[C@@H:43]([CH2:61][CH2:62][CH2:63][CH2:64][CH2:65][CH2:66][CH2:67][CH2:68][CH2:69][CH2:70][CH2:71][CH2:72][CH2:73][CH3:74])[O:42]1. No catalyst specified. The product is [CH3:75][C:41]1([CH3:40])[O:45][C@@H:44]([C@@H:46]([NH:47][S:49]([C:52]2[CH:57]=[CH:56][CH:55]=[CH:54][C:53]=2[N+:58]([O-:60])=[O:59])(=[O:50])=[O:51])[CH2:48][NH:39][C@@H:10]2[CH2:11][C@H:12]([O:31][CH2:32][C:33]3[CH:34]=[CH:35][CH:36]=[CH:37][CH:38]=3)[C@@H:13]([O:23][CH2:24][C:25]3[CH:26]=[CH:27][CH:28]=[CH:29][CH:30]=3)[C@H:14]([O:15][CH2:16][C:17]3[CH:22]=[CH:21][CH:20]=[CH:19][CH:18]=3)[C@H:9]2[O:8][CH2:1][C:2]2[CH:7]=[CH:6][CH:5]=[CH:4][CH:3]=2)[C@@H:43]([CH2:61][CH2:62][CH2:63][CH2:64][CH2:65][CH2:66][CH2:67][CH2:68][CH2:69][CH2:70][CH2:71][CH2:72][CH2:73][CH3:74])[O:42]1. The yield is 0.870. (7) The reactants are [CH:1]([Si:4]([CH:38]([CH3:40])[CH3:39])([CH:35]([CH3:37])[CH3:36])[O:5][CH2:6][CH2:7][CH:8]1[CH2:13][CH2:12][N:11]([C:14]2[N:18]3[CH:19]=[C:20]([O:23][C@H:24]4[C:33]5[C:28](=[CH:29][CH:30]=[CH:31][CH:32]=5)[C@@H:27]([NH2:34])[CH2:26][CH2:25]4)[CH:21]=[CH:22][C:17]3=[N:16][N:15]=2)[CH2:10][CH2:9]1)([CH3:3])[CH3:2].ClC(Cl)(Cl)C[O:44][C:45](=O)[NH:46][C:47]1[N:48]([C:56]2[CH:61]=[CH:60][C:59]([CH3:62])=[CH:58][CH:57]=2)[N:49]=[C:50]([C:52]([CH3:55])([CH3:54])[CH3:53])[CH:51]=1.CCN(C(C)C)C(C)C. The catalyst is O1CCOCC1. The product is [C:52]([C:50]1[CH:51]=[C:47]([NH:46][C:45]([NH:34][C@@H:27]2[C:28]3[C:33](=[CH:32][CH:31]=[CH:30][CH:29]=3)[C@H:24]([O:23][C:20]3[CH:21]=[CH:22][C:17]4[N:18]([C:14]([N:11]5[CH2:10][CH2:9][CH:8]([CH2:7][CH2:6][O:5][Si:4]([CH:35]([CH3:37])[CH3:36])([CH:1]([CH3:2])[CH3:3])[CH:38]([CH3:40])[CH3:39])[CH2:13][CH2:12]5)=[N:15][N:16]=4)[CH:19]=3)[CH2:25][CH2:26]2)=[O:44])[N:48]([C:56]2[CH:61]=[CH:60][C:59]([CH3:62])=[CH:58][CH:57]=2)[N:49]=1)([CH3:55])([CH3:53])[CH3:54]. The yield is 0.810. (8) The reactants are CN(C)C1C=CC=CC=1.P(Cl)(Cl)([Cl:12])=O.[CH3:15][C:16]1[NH:21][C:20](=O)[C:19]([C:23]#[N:24])=[C:18]([N:25]2[CH2:30][CH2:29][N:28]([C:31]3[CH:36]=[CH:35][CH:34]=[CH:33][CH:32]=3)[CH2:27][CH2:26]2)[CH:17]=1. The catalyst is O1CCOCC1. The product is [Cl:12][C:20]1[N:21]=[C:16]([CH3:15])[CH:17]=[C:18]([N:25]2[CH2:30][CH2:29][N:28]([C:31]3[CH:36]=[CH:35][CH:34]=[CH:33][CH:32]=3)[CH2:27][CH2:26]2)[C:19]=1[C:23]#[N:24]. The yield is 0.490. (9) The reactants are O1CCC[CH2:2]1.[OH:6][C:7]1[C:8]([CH:17]2[C:25]3[C:20](=[CH:21][CH:22]=[CH:23][CH:24]=3)[NH:19][C:18]2=[O:26])=[CH:9][C:10]2[O:15][CH2:14][CH2:13][O:12][C:11]=2[CH:16]=1.C(=O)([O-])[O-].[Cs+].[Cs+].ClCI. The product is [NH:19]1[C:20]2[C:25](=[CH:24][CH:23]=[CH:22][CH:21]=2)[C:17]2([C:8]3[C:7](=[CH:16][C:11]4[O:12][CH2:13][CH2:14][O:15][C:10]=4[CH:9]=3)[O:6][CH2:2]2)[C:18]1=[O:26]. The catalyst is CN(C)C=O. The yield is 0.630. (10) The reactants are [CH3:1][O:2][C:3](=[O:15])[CH2:4][O:5][C:6]1[CH:11]=[CH:10][C:9]([N:12]=[C:13]=[O:14])=[CH:8][CH:7]=1.[CH2:16]([OH:19])[CH2:17][OH:18]. The catalyst is O. The product is [CH3:1][O:2][C:3](=[O:15])[CH2:4][O:5][C:6]1[CH:11]=[CH:10][C:9]([NH:12][C:13]([O:18][CH2:17][CH2:16][OH:19])=[O:14])=[CH:8][CH:7]=1. The yield is 0.829.